This data is from Forward reaction prediction with 1.9M reactions from USPTO patents (1976-2016). The task is: Predict the product of the given reaction. (1) The product is: [NH2:7][CH2:8][C:9]1[CH:14]=[C:13]([C:15]2[CH:24]=[C:23]3[C:18](=[N:17][CH:16]=2)[N:19]([C:25]([NH2:26])=[O:27])[CH2:20][CH2:21][CH2:22]3)[CH:12]=[N:11][CH:10]=1. Given the reactants C(OC(=O)[NH:7][CH2:8][C:9]1[CH:10]=[N:11][CH:12]=[C:13]([C:15]2[CH:16]=[N:17][C:18]3[N:19]([C:25](=[O:27])[NH2:26])[CH2:20][CH2:21][CH2:22][C:23]=3[CH:24]=2)[CH:14]=1)(C)(C)C.FC(F)(F)C(O)=O, predict the reaction product. (2) Given the reactants [CH2:1]([O:3][C:4]1([C:14]([OH:16])=[O:15])[CH2:13][CH2:12][C:7]2(OCC[O:8]2)[CH2:6][CH2:5]1)[CH3:2].Cl, predict the reaction product. The product is: [CH2:1]([O:3][C:4]1([C:14]([OH:16])=[O:15])[CH2:5][CH2:6][C:7](=[O:8])[CH2:12][CH2:13]1)[CH3:2]. (3) Given the reactants [Br:1][C:2]1[C:7]([C:8]([OH:10])=[O:9])=[CH:6][C:5]([Cl:11])=[N:4][CH:3]=1.C(OC(O[C:15]([CH3:18])([CH3:17])[CH3:16])=O)(O[C:15]([CH3:18])([CH3:17])[CH3:16])=O, predict the reaction product. The product is: [Br:1][C:2]1[C:7]([C:8]([O:10][C:15]([CH3:18])([CH3:17])[CH3:16])=[O:9])=[CH:6][C:5]([Cl:11])=[N:4][CH:3]=1.